Dataset: Peptide-MHC class II binding affinity with 134,281 pairs from IEDB. Task: Regression. Given a peptide amino acid sequence and an MHC pseudo amino acid sequence, predict their binding affinity value. This is MHC class II binding data. (1) The MHC is DRB1_0401 with pseudo-sequence DRB1_0401. The binding affinity (normalized) is 0.665. The peptide sequence is QVYPRSWSAVMLTFD. (2) The peptide sequence is SVKRSNGSAEVHRGA. The MHC is DRB3_0101 with pseudo-sequence QEFFIASGAAVDAIMERSYDYYVLQKRNYHVGFT. The binding affinity (normalized) is 0.